Dataset: Reaction yield outcomes from USPTO patents with 853,638 reactions. Task: Predict the reaction yield, written as a fraction of the theoretical maximum amount of product (1.0 means a 100% yield; for example, 0.34 means a 34% yield). (1) The reactants are [C:1]([N:4]1[C:13]2[C:8](=[CH:9][C:10]([C:14](O)=[O:15])=[CH:11][CH:12]=2)[C@H:7]([NH:17][C:18]2[CH:23]=[CH:22][C:21]([N:24]3[CH2:29][CH2:28][O:27][CH2:26][CH2:25]3)=[CH:20][CH:19]=2)[CH2:6][C@@H:5]1[CH3:30])(=[O:3])[CH3:2].[NH3:31]. No catalyst specified. The product is [C:1]([N:4]1[C:13]2[C:8](=[CH:9][C:10]([C:14]([NH2:31])=[O:15])=[CH:11][CH:12]=2)[C@H:7]([NH:17][C:18]2[CH:23]=[CH:22][C:21]([N:24]3[CH2:29][CH2:28][O:27][CH2:26][CH2:25]3)=[CH:20][CH:19]=2)[CH2:6][C@@H:5]1[CH3:30])(=[O:3])[CH3:2]. The yield is 1.00. (2) The reactants are [Cl:1][C:2]1[CH:10]=[CH:9][CH:8]=[C:7]2[C:3]=1[C:4]([C:15]([OH:17])=O)=[CH:5][N:6]2[CH2:11][CH2:12][O:13][CH3:14].Cl.[F:19][C:20]1([F:30])[CH2:25][CH2:24][C:23]([CH2:28][NH2:29])([O:26][CH3:27])[CH2:22][CH2:21]1.C(Cl)CCl.N1(O)C2C=CC=CC=2N=N1.CCN(C(C)C)C(C)C. The catalyst is C1COCC1. The product is [F:19][C:20]1([F:30])[CH2:21][CH2:22][C:23]([CH2:28][NH:29][C:15]([C:4]2[C:3]3[C:7](=[CH:8][CH:9]=[CH:10][C:2]=3[Cl:1])[N:6]([CH2:11][CH2:12][O:13][CH3:14])[CH:5]=2)=[O:17])([O:26][CH3:27])[CH2:24][CH2:25]1. The yield is 0.285.